This data is from Forward reaction prediction with 1.9M reactions from USPTO patents (1976-2016). The task is: Predict the product of the given reaction. (1) Given the reactants [F:1][C:2]1[CH:7]=[C:6]([I:8])[CH:5]=[CH:4][C:3]=1[NH:9][C:10]1[N:11]([CH3:27])[C:12](=[O:26])[C:13]([CH3:25])=[CH:14][C:15]=1[C:16]([NH:18][O:19][CH2:20][CH2:21][O:22]C=C)=[O:17], predict the reaction product. The product is: [F:1][C:2]1[CH:7]=[C:6]([I:8])[CH:5]=[CH:4][C:3]=1[NH:9][C:10]1[N:11]([CH3:27])[C:12](=[O:26])[C:13]([CH3:25])=[CH:14][C:15]=1[C:16]([NH:18][O:19][CH2:20][CH2:21][OH:22])=[O:17]. (2) Given the reactants [C:1]([O:5][C:6]([NH:8][CH:9]([C:22]([N:24]([CH3:26])[CH3:25])=[O:23])[CH2:10][NH:11]C(=O)OCC1C=CC=CC=1)=[O:7])([CH3:4])([CH3:3])[CH3:2], predict the reaction product. The product is: [NH2:11][CH2:10][C@@H:9]([C:22]([N:24]([CH3:26])[CH3:25])=[O:23])[NH:8][C:6]([O:5][C:1]([CH3:2])([CH3:3])[CH3:4])=[O:7]. (3) Given the reactants [Br:1][C:2]1[CH:7]=[CH:6][C:5]([C:8]2[O:9][C:10]([CH3:20])=[C:11]([CH2:13][CH2:14]OS(C)(=O)=O)[N:12]=2)=[CH:4][CH:3]=1.C(=O)([O-])[O-].[K+].[K+].[NH:27]1[CH2:31][CH2:30][C@@H:29]([OH:32])[CH2:28]1.CC1C=CC(S([O-])(=O)=O)=CC=1, predict the reaction product. The product is: [Br:1][C:2]1[CH:7]=[CH:6][C:5]([C:8]2[O:9][C:10]([CH3:20])=[C:11]([CH2:13][CH2:14][N:27]3[CH2:31][CH2:30][C@@H:29]([OH:32])[CH2:28]3)[N:12]=2)=[CH:4][CH:3]=1. (4) Given the reactants [CH:1]1[C:10]2[C:5](=[CH:6][CH:7]=[CH:8][CH:9]=2)[CH:4]=[C:3]([C:11]([NH:13][C:14]2[NH:18][C:17]3[CH:19]=[CH:20][C:21]([C:23]([OH:25])=O)=[CH:22][C:16]=3[N:15]=2)=[O:12])[N:2]=1.CN(C(ON1N=NC2C=CC=CC1=2)=[N+](C)C)C.F[P-](F)(F)(F)(F)F.S(O)(O)(=O)=O.[NH2:55][C:56]1[NH:57][CH:58]=[CH:59][N:60]=1, predict the reaction product. The product is: [NH:57]1[CH:58]=[CH:59][N:60]=[C:56]1[NH:55][C:23]([C:21]1[CH:20]=[CH:19][C:17]2[NH:18][C:14]([NH:13][C:11]([C:3]3[N:2]=[CH:1][C:10]4[C:5]([CH:4]=3)=[CH:6][CH:7]=[CH:8][CH:9]=4)=[O:12])=[N:15][C:16]=2[CH:22]=1)=[O:25].